Dataset: Full USPTO retrosynthesis dataset with 1.9M reactions from patents (1976-2016). Task: Predict the reactants needed to synthesize the given product. (1) Given the product [CH3:23][O:24][C:7]1[N:6]=[C:5]([C:3]([OH:2])=[O:4])[CH:10]=[C:9]([NH:11][CH2:12][CH2:13][C:14]2[CH:19]=[CH:18][C:17]([O:20][CH3:21])=[CH:16][CH:15]=2)[N:8]=1, predict the reactants needed to synthesize it. The reactants are: C[O:2][C:3]([C:5]1[CH:10]=[C:9]([NH:11][CH2:12][CH2:13][C:14]2[CH:19]=[CH:18][C:17]([O:20][CH3:21])=[CH:16][CH:15]=2)[N:8]=[C:7](Cl)[N:6]=1)=[O:4].[CH3:23][O-:24].[Na+]. (2) Given the product [C:1]([O:5][C:6](=[O:19])[N:7]([C@H:9]([CH2:10][C:11]1[CH:16]=[CH:15][CH:14]=[CH:13][CH:12]=1)[CH2:17][NH:18][S:28]([CH3:27])(=[O:30])=[O:29])[CH3:8])([CH3:3])([CH3:2])[CH3:4], predict the reactants needed to synthesize it. The reactants are: [C:1]([O:5][C:6](=[O:19])[N:7]([C@@H:9]([CH2:17][NH2:18])[CH2:10][C:11]1[CH:16]=[CH:15][CH:14]=[CH:13][CH:12]=1)[CH3:8])([CH3:4])([CH3:3])[CH3:2].C(N(CC)CC)C.[CH3:27][S:28](Cl)(=[O:30])=[O:29]. (3) Given the product [S:1]1[CH:5]=[CH:4][C:3]2[CH:6]=[C:7]([CH2:10][S:11]([N:14]([CH2:24][CH2:25][N:26]3[C:30](=[O:31])[CH2:29][NH:28][C:27]3=[O:32])[C@H:15]([CH2:20][CH:21]([CH3:23])[CH3:22])[C:16]([NH:18][OH:19])=[O:17])(=[O:13])=[O:12])[CH:8]=[CH:9][C:2]1=2, predict the reactants needed to synthesize it. The reactants are: [S:1]1[CH:5]=[CH:4][C:3]2[CH:6]=[C:7]([CH2:10][S:11]([N:14]([CH2:24][CH2:25][N:26]3[C:30](=[O:31])[CH2:29][NH:28][C:27]3=[O:32])[C@H:15]([CH2:20][CH:21]([CH3:23])[CH3:22])[C:16]([NH:18][OH:19])=[O:17])(=[O:13])=[O:12])[CH:8]=[CH:9][C:2]1=2.S1C=CC2C=C(CS(N(CCN3C(=O)CNC3=O)[C@H](CC(C)C)C(O)=O)(=O)=O)C=CC1=2.C(Cl)(=O)C(Cl)=O.Cl.NO.CCN(CC1C=CC=CC=1)CC.C=CC1C=CC=CC=1.C=CC1C=CC(C=C)=CC=1.NO. (4) Given the product [NH2:19][C:14]1[CH:15]=[N:16][CH:17]=[CH:18][C:13]=1[C@H:9]1[CH2:8][C@@H:7]([NH:20][C:21](=[O:22])[O:23][C:24]([CH3:26])([CH3:25])[CH3:27])[CH:6]=[C:11]([CH3:12])[CH2:10]1, predict the reactants needed to synthesize it. The reactants are: CS(O[C@H:6]1[C@@H:11]([CH3:12])[CH2:10][C@@H:9]([C:13]2[CH:18]=[CH:17][N:16]=[CH:15][C:14]=2[NH2:19])[CH2:8][C@H:7]1[NH:20][C:21]([O:23][C:24]([CH3:27])([CH3:26])[CH3:25])=[O:22])(=O)=O.C1CCN2C(=NCCC2)CC1. (5) The reactants are: Br[C:2]1[CH:7]=[CH:6][CH:5]=[C:4]([CH2:8][CH3:9])[CH:3]=1.[CH3:10][N:11](C=O)C. Given the product [C:10]([C:2]1[CH:7]=[CH:6][CH:5]=[C:4]([CH2:8][CH3:9])[CH:3]=1)#[N:11], predict the reactants needed to synthesize it. (6) Given the product [Cl:37][CH2:38][CH:39]([C:41]1[CH:46]=[CH:45][CH:44]=[C:43]([CH3:47])[CH:42]=1)[OH:40], predict the reactants needed to synthesize it. The reactants are: C1(C)C=CC(S(N[C@H](C2C=CC=CC=2)[C@@H](C2C=CC=CC=2)N)(=O)=O)=CC=1.C(O)(C)C.CC(C)([O-])C.[K+].[Cl:37][CH2:38][C:39]([C:41]1[CH:46]=[CH:45][CH:44]=[C:43]([CH3:47])[CH:42]=1)=[O:40]. (7) Given the product [OH:2][C:3]1[C:8]([NH:9][N:19]=[C:35]2[C:36](=[O:37])[N:32]([C:28]3[CH:27]=[C:26]4[C:31](=[CH:30][CH:29]=3)[CH2:23][CH2:24][CH2:25]4)[N:33]=[C:34]2[CH3:38])=[CH:7][CH:6]=[CH:5][C:4]=1[C:10]1[S:11][C:12]([CH3:18])=[C:13]([C:15]([OH:17])=[O:16])[N:14]=1, predict the reactants needed to synthesize it. The reactants are: Br.[OH:2][C:3]1[C:8]([NH2:9])=[CH:7][CH:6]=[CH:5][C:4]=1[C:10]1[S:11][C:12]([CH3:18])=[C:13]([C:15]([OH:17])=[O:16])[N:14]=1.[N:19]([O-])=O.[Na+].[CH2:23]1[C:31]2[C:26](=[CH:27][C:28]([N:32]3[C:36](=[O:37])[CH2:35][C:34]([CH3:38])=[N:33]3)=[CH:29][CH:30]=2)[CH2:25][CH2:24]1.C(=O)(O)[O-].[Na+]. (8) Given the product [F:26][C:27]1[CH:28]=[CH:29][C:30]([O:37][CH3:38])=[C:31]([C:33]2[N:34]=[C:18]([C:17]3[CH:21]=[CH:22][C:14]([N:9]4[CH2:10][CH2:11][CH2:12][CH2:13][CH:8]4[CH3:7])=[C:15]([N+:23]([O-:25])=[O:24])[CH:16]=3)[O:20][N:35]=2)[CH:32]=1, predict the reactants needed to synthesize it. The reactants are: C(Cl)(=O)C(Cl)=O.[CH3:7][CH:8]1[CH2:13][CH2:12][CH2:11][CH2:10][N:9]1[C:14]1[CH:22]=[CH:21][C:17]([C:18]([OH:20])=O)=[CH:16][C:15]=1[N+:23]([O-:25])=[O:24].[F:26][C:27]1[CH:28]=[CH:29][C:30]([O:37][CH3:38])=[C:31]([C:33](=[N:35]O)[NH2:34])[CH:32]=1.CCN(C(C)C)C(C)C. (9) The reactants are: [O:1]=[C:2]1[N:6]([C@@H:7]2[CH2:12][CH2:11][N:10]([C:13]([O:15][C:16]([CH3:19])([CH3:18])[CH3:17])=[O:14])[CH2:9][C@H:8]2[F:20])[C:5](=[O:21])[CH2:4][S:3]1.[Cl:22][C:23]1[CH:40]=[CH:39][C:26]([CH2:27][N:28]2[C:36]3[C:31](=[CH:32][C:33]([CH:37]=O)=[CH:34][CH:35]=3)[CH:30]=[N:29]2)=[C:25]([C:41]([F:44])([F:43])[F:42])[CH:24]=1. Given the product [Cl:22][C:23]1[CH:40]=[CH:39][C:26]([CH2:27][N:28]2[C:36]3[C:31](=[CH:32][C:33](/[CH:37]=[C:4]4/[C:5](=[O:21])[N:6]([C@@H:7]5[CH2:12][CH2:11][N:10]([C:13]([O:15][C:16]([CH3:17])([CH3:18])[CH3:19])=[O:14])[CH2:9][C@H:8]5[F:20])[C:2](=[O:1])[S:3]/4)=[CH:34][CH:35]=3)[CH:30]=[N:29]2)=[C:25]([C:41]([F:42])([F:44])[F:43])[CH:24]=1, predict the reactants needed to synthesize it. (10) The reactants are: [Si:1]([O:8][C@H:9]1[CH2:14][CH2:13][C@H:12]([N:15]2[C:19]([CH:20]=[O:21])=[C:18]([I:22])[CH:17]=[N:16]2)[CH2:11][CH2:10]1)([C:4]([CH3:7])([CH3:6])[CH3:5])([CH3:3])[CH3:2].CCO.[BH4-].[Na+]. Given the product [Si:1]([O:8][C@H:9]1[CH2:10][CH2:11][C@H:12]([N:15]2[C:19]([CH2:20][OH:21])=[C:18]([I:22])[CH:17]=[N:16]2)[CH2:13][CH2:14]1)([C:4]([CH3:7])([CH3:5])[CH3:6])([CH3:3])[CH3:2], predict the reactants needed to synthesize it.